The task is: Binary Classification. Given a miRNA mature sequence and a target amino acid sequence, predict their likelihood of interaction.. This data is from Experimentally validated miRNA-target interactions with 360,000+ pairs, plus equal number of negative samples. (1) The miRNA is hsa-miR-548a-3p with sequence CAAAACUGGCAAUUACUUUUGC. The protein sequence of the target gene is MGVEGCTKCIKYLLFVFNFVFWLAGGVILGVALWLRHDPQTTSLLYLELGNKPAPNTFYVGIYILIAVGAVMMFVGFLGCYGAIQESQCLLGTFFTCLVILFACEVAAGIWGFVNKDQIAKDVKQFYDQALQQAVMDDDANNAKAVVKTFHETLNCCGSNALTTLTTTILRNSLCPSGGNILTPLLQQDCHQKIDELFSGKLYLIGIAAIVVAVIMIFEMILSMVLCCGIRNSSVY. Result: 0 (no interaction). (2) The miRNA is hsa-miR-760 with sequence CGGCUCUGGGUCUGUGGGGA. The protein sequence of the target gene is MVNVPKTRRTFCKKCGKHQPHKVTQYKKGKDSLYAQGKRRYDRKQSGYGGQTKPIFRKKAKTTKKIVLRLECVEPNCRSKRMLAIKRCKHFELGGDKKRKGQVIQF. Result: 1 (interaction). (3) The miRNA is hsa-miR-6742-5p with sequence AGUGGGGUGGGACCCAGCUGUU. The protein sequence of the target gene is MALLLLLFLGLLGLWGLLCACAQDPSPAARWPPGPRPLPLVGNLHLLRLSQQDRSLMELSERYGPVFTVHLGRQKTVVLTGFEAVKEALAGPGQELADRPPIAIFQLIQRGGGIFFSSGARWRAARQFTVRALHSLGVGREPVADKILQELKCLSGQLDGYRGRPFPLALLGWAPSNITFALLFGRRFDYRDPVFVSLLGLIDEVMVLLGSPGLQLFNVYPWLGALLQLHRPVLRKIEEVRAILRTLLEARRPHVCPGDPVCSYVDALIQQGQGDDPEGLFAEANAVACTLDMVMAGTET.... Result: 1 (interaction). (4) Result: 1 (interaction). The protein sequence of the target gene is MYATDSRGHSPAFLQPQNGNSRHPSGYVPGKVVPLRPPPPPKSQASAKFTSIRREDRATFAFSPEEQQAQRESQKQKRHKNTFICFAITSFSFFIALAIILGISSKYAPDENCPDQNPRLRNWDPGQDSAKQVVIKEGDMLRLTSDATVHSIVIQDGGLLVFGDNKDGSRNITLRTHYILIQDGGALHIGAEKCRYKSKATITLYGKSDEGESMPTFGKKFIGVEAGGTLELHGARKASWTLLARTLNSSGLPFGSYTFEKDFSRGLNVRVIDQDTAKILESERFDTHEYRNESRRLQEF.... The miRNA is hsa-miR-3682-5p with sequence CUACUUCUACCUGUGUUAUCAU. (5) The miRNA is hsa-miR-4776-3p with sequence CUUGCCAUCCUGGUCCACUGCAU. The protein sequence of the target gene is MSIALKQVFNKDKTFRPKRKFEPGTQRFELHKRAQASLNSGVDLKAAVQLPSGEDQNDWVAVHVVDFFNRINLIYGTICEFCTERTCPVMSGGPKYEYRWQDDLKYKKPTALPAPQYMNLLMDWIEVQINNEEIFPTCVGVPFPKNFLQICKKILCRLFRVFVHVYIHHFDRVIVMGAEAHVNTCYKHFYYFVTEMNLIDRKELEPLKEMTSRMCH. Result: 1 (interaction). (6) The miRNA is mmu-miR-9768-3p with sequence ACUGCCUUCCUUUGUGUGGCCCAG. The protein sequence of the target gene is MFGADGRPAIGTAAGKSWHFSRTMEELVHDLVSALEESSEQARGGFAETGEHSRNLSCPLKRQARKRRGRKRRSYNVHHPWETGHCLSEGSDSSLEEPSKDYREKHSNNKKDRSDSDDQMLVAKRRPSSNLSSSVRGKRLLWHESDFAVDSLGNRTLRRRRKVKRMAVDLPQDVSSKRTMTQLPEGCRDQDMDNDRASQYPEFTRKKVKKRKLKGIRPGPKTQEEGGVLESEERSQPNKDRMEYEEQKASDELRSESDTSSLSSTDAGLFTNDEGRQGDDEQSDWFYEKESGGACGIAGV.... Result: 0 (no interaction). (7) The miRNA is hsa-miR-363-3p with sequence AAUUGCACGGUAUCCAUCUGUA. The protein sequence of the target gene is MARTKQTARKSTGGKAPRKQLATKAARKSTPSTCGVKPHRYRPGTVALREIRRYQKSTELLIRKLPFQRLVREIAQDFNTDLRFQSAAVGALQEASEAYLVGLLEDTNLCAIHAKRVTIMPKDIQLARRIRGERA. Result: 1 (interaction). (8) The miRNA is mmu-miR-7214-5p with sequence UGUUUUCUGGGUUGGAAUGAGAA. The protein sequence of the target gene is MGNSKSGALSKEILEELQLNTKFSEEELCSWYQSFLKDCPTGRITQQQFQSIYAKFFPDTDPKAYAQHVFRSFDSNLDGTLDFKEYVIALHMTTAGKTNQKLEWAFSLYDVDGNGTISKNEVLEIVMAIFKMITPEDVKLLPDDENTPEKRAEKIWKYFGKNDDDKLTEKEFIEGTLANKEILRLIQFEPQKVKEKMKNA. Result: 0 (no interaction).